Dataset: Forward reaction prediction with 1.9M reactions from USPTO patents (1976-2016). Task: Predict the product of the given reaction. (1) Given the reactants Br[C:2]1[C:3]2[NH:12][CH:11]=[N:10][C:4]=2[C:5]([Cl:9])=[N:6][C:7]=1[Cl:8].BrC1C(N)=C(N)C(Cl)=NC=1Cl.[CH:24](OCC)([O:28]CC)[O:25]CC.[C:34]([O:37]C(=O)C)(=[O:36])C.CN(C)CCN(C)C.C([Li])CCC, predict the reaction product. The product is: [C:24](=[O:28])=[O:25].[Cl:9][C:5]1[C:4]2[N:10]=[CH:11][NH:12][C:3]=2[C:2]([C:34]([OH:37])=[O:36])=[C:7]([Cl:8])[N:6]=1. (2) Given the reactants [CH3:1][CH2:2][C:3](=[O:9])[CH2:4][C:5](=[O:8])[CH2:6][CH3:7].[H-].[Na+].Br[CH2:13][C:14]([O:16][C:17]([CH3:20])([CH3:19])[CH3:18])=[O:15], predict the reaction product. The product is: [O:8]=[C:5]([CH2:6][CH3:7])[CH:4]([C:3](=[O:9])[CH2:2][CH3:1])[CH2:13][C:14]([O:16][C:17]([CH3:20])([CH3:19])[CH3:18])=[O:15].